From a dataset of Catalyst prediction with 721,799 reactions and 888 catalyst types from USPTO. Predict which catalyst facilitates the given reaction. (1) Reactant: [H-].[Na+].[CH3:3][C:4]1[CH:5]=[C:6]([NH:15][C:16]2[N:21]=[C:20]([C:22]([F:25])([F:24])[F:23])[CH:19]=[CH:18][N:17]=2)[CH:7]=[C:8]([C:10]2[CH:11]=[N:12][NH:13][CH:14]=2)[CH:9]=1.ClCC(O)[C@@H:29]([NH:31][C:32](=[O:38])[O:33][C:34]([CH3:37])(C)C)[CH3:30]. Product: [CH3:30][C@H:29]1[C@H:34]([CH2:37][N:12]2[CH:11]=[C:10]([C:8]3[CH:7]=[C:6]([NH:15][C:16]4[N:21]=[C:20]([C:22]([F:23])([F:25])[F:24])[CH:19]=[CH:18][N:17]=4)[CH:5]=[C:4]([CH3:3])[CH:9]=3)[CH:14]=[N:13]2)[O:33][C:32](=[O:38])[NH:31]1. The catalyst class is: 248. (2) Product: [CH3:13][NH:12][C:5]1[CH:4]=[CH:3][C:2]([B:17]2[O:18][C:19]([CH3:21])([CH3:20])[C:15]([CH3:31])([CH3:14])[O:16]2)=[CH:11][C:6]=1[C:7]([O:9][CH3:10])=[O:8]. Reactant: I[C:2]1[CH:3]=[CH:4][C:5]([NH:12][CH3:13])=[C:6]([CH:11]=1)[C:7]([O:9][CH3:10])=[O:8].[CH3:14][C:15]1([CH3:31])[C:19]([CH3:21])([CH3:20])[O:18][B:17]([B:17]2[O:18][C:19]([CH3:21])([CH3:20])[C:15]([CH3:31])([CH3:14])[O:16]2)[O:16]1.C([O-])(=O)C.[K+].C(Cl)Cl. The catalyst class is: 418. (3) Reactant: [N+:1]([C:4]1[CH:18]=[CH:17][C:7]2=[C:8]3[C:13](=[C:14]([NH2:16])[N:15]=[C:6]2[CH:5]=1)[N:12]=[CH:11][CH:10]=[CH:9]3)([O-])=O.C(Cl)[Cl:20]. The catalyst class is: 592. Product: [Cl:20][C:11]1[CH:10]=[CH:9][C:8]2[C:13](=[C:14]([NH2:16])[N:15]=[C:6]3[CH:5]=[C:4]([NH2:1])[CH:18]=[CH:17][C:7]3=2)[N:12]=1. (4) Reactant: Cl[C:2]1[N:6]([CH2:7][C:8]2[CH:13]=[CH:12][C:11]([O:14][CH3:15])=[CH:10][CH:9]=2)[N:5]=[CH:4][C:3]=1[N+:16]([O-:18])=[O:17].[F-].[K+].[CH3:21][C@@H:22]1[NH:27][CH2:26][CH2:25][N:24]([C:28]([O:30][C:31]([CH3:34])([CH3:33])[CH3:32])=[O:29])[CH2:23]1. Product: [CH3:15][O:14][C:11]1[CH:12]=[CH:13][C:8]([CH2:7][N:6]2[C:2]([N:27]3[CH2:26][CH2:25][N:24]([C:28]([O:30][C:31]([CH3:34])([CH3:33])[CH3:32])=[O:29])[CH2:23][C@@H:22]3[CH3:21])=[C:3]([N+:16]([O-:18])=[O:17])[CH:4]=[N:5]2)=[CH:9][CH:10]=1. The catalyst class is: 16. (5) Reactant: [NH:1]1[CH2:4][CH:3]([CH2:5][NH:6][C:7](=[O:16])[O:8][CH2:9][C:10]2[CH:15]=[CH:14][CH:13]=[CH:12][CH:11]=2)[CH2:2]1.[CH:17]([C:19]1[C:20]([F:31])=[CH:21][N:22]=[C:23]2[C:28]=1[N:27]=[C:26]([O:29][CH3:30])[CH:25]=[CH:24]2)=[CH2:18]. Product: [F:31][C:20]1[CH:21]=[N:22][C:23]2[C:28]([C:19]=1[CH2:17][CH2:18][N:1]1[CH2:4][CH:3]([CH2:5][NH:6][C:7](=[O:16])[O:8][CH2:9][C:10]3[CH:15]=[CH:14][CH:13]=[CH:12][CH:11]=3)[CH2:2]1)=[N:27][C:26]([O:29][CH3:30])=[CH:25][CH:24]=2. The catalyst class is: 14. (6) Reactant: [OH:1][C:2]1[CH:11]=[CH:10][C:9]([N+:12]([O-:14])=[O:13])=[CH:8][C:3]=1[C:4](OC)=[O:5].O.[NH2:16][NH2:17]. Product: [OH:1][C:2]1[CH:11]=[CH:10][C:9]([N+:12]([O-:14])=[O:13])=[CH:8][C:3]=1[C:4]([NH:16][NH2:17])=[O:5]. The catalyst class is: 141. (7) Reactant: Br[C:2]1[CH:11]=[N:10][C:5]2[O:6][CH2:7][CH2:8][NH:9][C:4]=2[CH:3]=1.[C:12]1(B(O)O)[C:21]2[C:16](=[CH:17][CH:18]=[CH:19][CH:20]=2)[CH:15]=[CH:14][N:13]=1.C(=O)([O-])[O-].[K+].[K+]. Product: [CH:12]1[C:21]2[C:16](=[CH:17][CH:18]=[CH:19][CH:20]=2)[C:15]([C:2]2[CH:11]=[N:10][C:5]3[O:6][CH2:7][CH2:8][NH:9][C:4]=3[CH:3]=2)=[CH:14][N:13]=1. The catalyst class is: 30. (8) Reactant: C([C:3]([N:14]1[CH2:19][CH2:18][N:17]([CH3:20])[CH2:16][CH2:15]1)([C:7]1[CH:12]=[C:11]([CH3:13])[CH:10]=[CH:9][N:8]=1)C([O-])=O)C.[OH-:21].[K+:22].C[OH:24]. Product: [CH3:20][N:17]1[CH2:16][CH2:15][N:14]([C:3]2[C:7]([C:12]([O-:24])=[O:21])=[N:8][CH:9]=[CH:10][C:11]=2[CH3:13])[CH2:19][CH2:18]1.[K+:22]. The catalyst class is: 6.